This data is from Full USPTO retrosynthesis dataset with 1.9M reactions from patents (1976-2016). The task is: Predict the reactants needed to synthesize the given product. (1) Given the product [S:15]([OH:35])(=[O:17])(=[O:16])[CH3:18].[NH:29]1[CH:33]=[C:32]([CH2:34][N:10]2[C:11]3[CH:26]=[CH:25][C:24]([C:27]#[N:28])=[CH:23][C:12]=3[CH2:13][N:14]([S:15]([C:18]3[S:19][CH:20]=[CH:21][CH:22]=3)(=[O:17])=[O:16])[C@H:8]([CH2:7][C:1]3[CH:6]=[CH:5][CH:4]=[CH:3][CH:2]=3)[CH2:9]2)[N:31]=[CH:30]1, predict the reactants needed to synthesize it. The reactants are: [C:1]1([CH2:7][C@H:8]2[N:14]([S:15]([C:18]3[S:19][CH:20]=[CH:21][CH:22]=3)(=[O:17])=[O:16])[CH2:13][C:12]3[CH:23]=[C:24]([C:27]#[N:28])[CH:25]=[CH:26][C:11]=3[NH:10][CH2:9]2)[CH:6]=[CH:5][CH:4]=[CH:3][CH:2]=1.[NH:29]1[CH:33]=[C:32]([CH:34]=[O:35])[N:31]=[CH:30]1.FC(F)(F)C(O)=O.FC(F)(F)C(OC(=O)C(F)(F)F)=O.[BH-](OC(C)=O)(OC(C)=O)OC(C)=O.[Na+]. (2) Given the product [CH2:4]([N:3]([CH2:6][C:7]1[S:11][C:10]([C:12]2[O:14][N:23]=[C:21]([C:20]3[CH:25]=[C:26]([CH3:27])[C:17]([OH:16])=[C:18]([O:28][CH3:29])[CH:19]=3)[N:22]=2)=[CH:9][C:8]=1[CH3:15])[CH2:1][CH3:2])[CH3:5], predict the reactants needed to synthesize it. The reactants are: [CH2:1]([N:3]([CH2:6][C:7]1[S:11][C:10]([C:12]([OH:14])=O)=[CH:9][C:8]=1[CH3:15])[CH2:4][CH3:5])[CH3:2].[OH:16][C:17]1[C:26]([CH3:27])=[CH:25][C:20]([C:21]([NH:23]O)=[NH:22])=[CH:19][C:18]=1[O:28][CH3:29].